Task: Predict which catalyst facilitates the given reaction.. Dataset: Catalyst prediction with 721,799 reactions and 888 catalyst types from USPTO (1) Reactant: [N:1]1([CH2:6][CH2:7][NH:8][C:9]2[N:14]=[C:13]([C:15]3[S:19][C:18]4[C:20]([C:24]5[CH:29]=[C:28]([F:30])[N:27]=[CH:26][C:25]=5[CH2:31][N:32]5[CH2:36][CH2:35][CH:34]([N:37](C)[C:38](=O)OC(C)(C)C)[CH2:33]5)=[CH:21][CH:22]=[CH:23][C:17]=4[CH:16]=3)[C:12]([F:46])=[CH:11][N:10]=2)[CH:5]=[CH:4][N:3]=[N:2]1.Cl.O1CCOCC1. Product: [N:1]1([CH2:6][CH2:7][NH:8][C:9]2[N:14]=[C:13]([C:15]3[S:19][C:18]4[C:20]([C:24]5[C:25]([CH2:31][N:32]6[CH2:36][CH2:35][CH:34]([NH:37][CH3:38])[CH2:33]6)=[CH:26][N:27]=[C:28]([F:30])[CH:29]=5)=[CH:21][CH:22]=[CH:23][C:17]=4[CH:16]=3)[C:12]([F:46])=[CH:11][N:10]=2)[CH:5]=[CH:4][N:3]=[N:2]1. The catalyst class is: 61. (2) Reactant: [F:1][C:2]1[CH:31]=[CH:30][CH:29]=[C:28]([F:32])[C:3]=1[C:4]([N:6]1[C:11](=[O:12])[N:10]([C:13]2[CH:18]=[CH:17][C:16]([S:19][C:20]([F:26])([F:25])[C:21]([F:24])([F:23])[F:22])=[CH:15][C:14]=2[F:27])[CH2:9][O:8][CH2:7]1)=[O:5].C1C=C(Cl)C=C(C(OO)=[O:41])C=1. Product: [F:32][C:28]1[CH:29]=[CH:30][CH:31]=[C:2]([F:1])[C:3]=1[C:4]([N:6]1[C:11](=[O:12])[N:10]([C:13]2[CH:18]=[CH:17][C:16]([S:19]([C:20]([F:26])([F:25])[C:21]([F:22])([F:23])[F:24])=[O:41])=[CH:15][C:14]=2[F:27])[CH2:9][O:8][CH2:7]1)=[O:5]. The catalyst class is: 22. (3) Reactant: [NH2:1][CH2:2][CH2:3][NH:4][C:5]1[CH:10]=[C:9]([NH:11][C:12]2[C:17]([CH3:18])=[CH:16][C:15]([CH3:19])=[CH:14][C:13]=2[CH3:20])[N:8]=[C:7]([CH3:21])[N:6]=1.[CH2:22]([O:24][C:25]1[CH:33]=[CH:32][C:28]([CH2:29][CH2:30]N)=[CH:27][C:26]=1[O:34][CH3:35])[CH3:23].C(N(CC)C(C)C)(C)C.F[P-](F)(F)(F)(F)F.N1([O:61][P+](N(C)C)(N(C)C)N(C)C)C2C=CC=CC=2N=N1. Product: [CH2:22]([O:24][C:25]1[CH:33]=[CH:32][C:28]([CH2:29][C:30]([NH:1][CH2:2][CH2:3][NH:4][C:5]2[CH:10]=[C:9]([NH:11][C:12]3[C:17]([CH3:18])=[CH:16][C:15]([CH3:19])=[CH:14][C:13]=3[CH3:20])[N:8]=[C:7]([CH3:21])[N:6]=2)=[O:61])=[CH:27][C:26]=1[O:34][CH3:35])[CH3:23]. The catalyst class is: 2. (4) Reactant: [CH3:1][CH:2]([CH3:22])[CH2:3][C@H:4]([N:16]1[CH2:21][CH2:20][O:19][CH2:18][CH2:17]1)[C:5]([NH:7][C@H:8]1[C@H:15]2[C@H:11]([CH2:12][NH:13][CH2:14]2)[CH2:10][CH2:9]1)=[O:6].C(N(CC)CC)C.[F:30][C:31]([F:43])([F:42])[C:32]1[CH:33]=[C:34]([S:38](Cl)(=[O:40])=[O:39])[CH:35]=[CH:36][CH:37]=1. Product: [CH3:1][CH:2]([CH3:22])[CH2:3][C@H:4]([N:16]1[CH2:17][CH2:18][O:19][CH2:20][CH2:21]1)[C:5]([NH:7][C@H:8]1[C@H:15]2[C@H:11]([CH2:12][N:13]([S:38]([C:34]3[CH:35]=[CH:36][CH:37]=[C:32]([C:31]([F:30])([F:42])[F:43])[CH:33]=3)(=[O:40])=[O:39])[CH2:14]2)[CH2:10][CH2:9]1)=[O:6]. The catalyst class is: 4. (5) Reactant: Cl[C:2]1[N:7]=[N:6][C:5]([O:8][C:9]2[CH:14]=[CH:13][CH:12]=[CH:11][C:10]=2[CH3:15])=[C:4]([O:16][CH3:17])[CH:3]=1.[CH2:18]([Sn](CCCC)(CCCC)CCCC)[CH:19]=[CH2:20].C(OCC)(=O)C.[F-].[Na+]. Product: [CH2:20]([C:2]1[N:7]=[N:6][C:5]([O:8][C:9]2[CH:14]=[CH:13][CH:12]=[CH:11][C:10]=2[CH3:15])=[C:4]([O:16][CH3:17])[CH:3]=1)[CH:19]=[CH2:18]. The catalyst class is: 93. (6) Reactant: [N+]([C:4]1[CH:5]=[C:6]([C:12]#[N:13])[C:7](=[CH:10][CH:11]=1)[C:8]#[N:9])([O-])=O.[CH2:14]([SH:22])[CH2:15][CH2:16][CH2:17][CH2:18][CH2:19][CH2:20][CH3:21].C(=O)([O-])[O-].[K+].[K+].Cl. Product: [CH2:14]([S:22][C:4]1[CH:5]=[C:6]([C:12]#[N:13])[C:7](=[CH:10][CH:11]=1)[C:8]#[N:9])[CH2:15][CH2:16][CH2:17][CH2:18][CH2:19][CH2:20][CH3:21]. The catalyst class is: 80. (7) Reactant: [CH:1]([C:4]1[O:5][CH:6]=[C:7](/[CH:9]=[CH:10]/[C:11]2[C:12]([O:22][CH2:23][C:24]3[CH:49]=[CH:48][C:27]([O:28][CH2:29][C:30]4[N:31]=[C:32]([C:36]5[CH:41]=[CH:40][C:39]([CH2:42][C:43]([O:45]CC)=[O:44])=[CH:38][CH:37]=5)[O:33][C:34]=4[CH3:35])=[C:26]([O:50][CH3:51])[CH:25]=3)=[N:13][N:14]([C:16]3[CH:21]=[CH:20][CH:19]=[CH:18][CH:17]=3)[CH:15]=2)[N:8]=1)([CH3:3])[CH3:2].O1CCCC1.[OH-].[Na+].Cl. Product: [CH:1]([C:4]1[O:5][CH:6]=[C:7](/[CH:9]=[CH:10]/[C:11]2[C:12]([O:22][CH2:23][C:24]3[CH:49]=[CH:48][C:27]([O:28][CH2:29][C:30]4[N:31]=[C:32]([C:36]5[CH:37]=[CH:38][C:39]([CH2:42][C:43]([OH:45])=[O:44])=[CH:40][CH:41]=5)[O:33][C:34]=4[CH3:35])=[C:26]([O:50][CH3:51])[CH:25]=3)=[N:13][N:14]([C:16]3[CH:17]=[CH:18][CH:19]=[CH:20][CH:21]=3)[CH:15]=2)[N:8]=1)([CH3:3])[CH3:2]. The catalyst class is: 8. (8) Reactant: [NH2:1][C:2]1[CH:35]=[CH:34][C:5]([CH2:6][CH:7]2[CH2:11][CH2:10][C@H:9]([C@H:12]([O:19][Si:20]([C:23]([CH3:26])([CH3:25])[CH3:24])([CH3:22])[CH3:21])[C:13]3[CH:18]=[CH:17][CH:16]=[CH:15][CH:14]=3)[N:8]2[C:27]([O:29][C:30]([CH3:33])([CH3:32])[CH3:31])=[O:28])=[CH:4][CH:3]=1.[NH2:36][C:37]1[S:38][CH:39]=[C:40]([CH2:42][C:43](O)=[O:44])[N:41]=1.C1C=NC2N(O)N=NC=2C=1.C(Cl)CCl.CCN(C(C)C)C(C)C. Product: [NH2:36][C:37]1[S:38][CH:39]=[C:40]([CH2:42][C:43]([NH:1][C:2]2[CH:3]=[CH:4][C:5]([CH2:6][CH:7]3[CH2:11][CH2:10][C@H:9]([C@H:12]([O:19][Si:20]([C:23]([CH3:26])([CH3:25])[CH3:24])([CH3:22])[CH3:21])[C:13]4[CH:18]=[CH:17][CH:16]=[CH:15][CH:14]=4)[N:8]3[C:27]([O:29][C:30]([CH3:33])([CH3:32])[CH3:31])=[O:28])=[CH:34][CH:35]=2)=[O:44])[N:41]=1. The catalyst class is: 3. (9) Reactant: [CH3:1][O:2][C:3]1[CH:4]=[CH:5][C:6]([N:11]2[C:20](=[O:21])[C:19]3[C:14](=[CH:15][C:16]([C:24](O)=[O:25])=[C:17]([O:22][CH3:23])[CH:18]=3)[NH:13][C:12]2=[S:27])=[N:7][C:8]=1[O:9][CH3:10].CCN(C(C)C)C(C)C.CN(C(ON1N=NC2C=CC=NC1=2)=[N+](C)C)C.F[P-](F)(F)(F)(F)F.[Cl:61][C:62]1[CH:63]=[C:64]([CH:67]=[CH:68][CH:69]=1)[CH2:65][NH2:66]. Product: [Cl:61][C:62]1[CH:63]=[C:64]([CH:67]=[CH:68][CH:69]=1)[CH2:65][NH:66][C:24]([C:16]1[CH:15]=[C:14]2[C:19]([C:20](=[O:21])[N:11]([C:6]3[CH:5]=[CH:4][C:3]([O:2][CH3:1])=[C:8]([O:9][CH3:10])[N:7]=3)[C:12](=[S:27])[NH:13]2)=[CH:18][C:17]=1[O:22][CH3:23])=[O:25]. The catalyst class is: 3.